Dataset: Forward reaction prediction with 1.9M reactions from USPTO patents (1976-2016). Task: Predict the product of the given reaction. (1) Given the reactants [Cl:1][C:2]1[CH:7]=[CH:6][C:5]([CH2:8][OH:9])=[CH:4][C:3]=1[C:10]1[N:15]=[C:14]([C:16]2[CH:21]=[CH:20][C:19](OCC(C)(C)C)=[CH:18][CH:17]=2)[N:13]=[C:12]([O:28][CH3:29])[N:11]=1.ClC1N=C(Cl)N=C(OC)N=1.ClC1C=CC(CO)=CC=1B(O)O.C1(B(O)O)C=CC=CC=1, predict the reaction product. The product is: [Cl:1][C:2]1[CH:7]=[CH:6][C:5]([CH2:8][OH:9])=[CH:4][C:3]=1[C:10]1[N:11]=[C:12]([O:28][CH3:29])[N:13]=[C:14]([C:16]2[CH:21]=[CH:20][CH:19]=[CH:18][CH:17]=2)[N:15]=1. (2) The product is: [C:1]([CH2:3][C@H:4]1[CH2:15][CH2:14][C:13]2[S:12][C:11]3[N:10]=[CH:9][N:8]=[C:7]([O:16][CH:17]4[CH2:18][CH2:19][C:20]([NH:24][C:25](=[O:31])[O:26][C:27]([CH3:30])([CH3:29])[CH3:28])([CH3:23])[CH2:21][CH2:22]4)[C:6]=3[C:5]1=2)(=[O:32])[NH2:2]. Given the reactants [C:1]([CH2:3][C@H:4]1[CH2:15][CH2:14][C:13]2[S:12][C:11]3[N:10]=[CH:9][N:8]=[C:7]([O:16][CH:17]4[CH2:22][CH2:21][C:20]([NH:24][C:25](=[O:31])[O:26][C:27]([CH3:30])([CH3:29])[CH3:28])([CH3:23])[CH2:19][CH2:18]4)[C:6]=3[C:5]1=2)#[N:2].[OH:32][Li].O.OO, predict the reaction product.